From a dataset of NCI-60 drug combinations with 297,098 pairs across 59 cell lines. Regression. Given two drug SMILES strings and cell line genomic features, predict the synergy score measuring deviation from expected non-interaction effect. (1) Drug 1: C1=CN(C(=O)N=C1N)C2C(C(C(O2)CO)O)O.Cl. Drug 2: CC(C)NC(=O)C1=CC=C(C=C1)CNNC.Cl. Cell line: OVCAR-4. Synergy scores: CSS=0.862, Synergy_ZIP=0.0415, Synergy_Bliss=1.58, Synergy_Loewe=-2.27, Synergy_HSA=0.405. (2) Drug 1: CC12CCC(CC1=CCC3C2CCC4(C3CC=C4C5=CN=CC=C5)C)O. Drug 2: CCN(CC)CCNC(=O)C1=C(NC(=C1C)C=C2C3=C(C=CC(=C3)F)NC2=O)C. Cell line: HS 578T. Synergy scores: CSS=-3.76, Synergy_ZIP=1.92, Synergy_Bliss=4.36, Synergy_Loewe=-1.12, Synergy_HSA=-0.614. (3) Drug 1: CS(=O)(=O)CCNCC1=CC=C(O1)C2=CC3=C(C=C2)N=CN=C3NC4=CC(=C(C=C4)OCC5=CC(=CC=C5)F)Cl. Drug 2: C#CCC(CC1=CN=C2C(=N1)C(=NC(=N2)N)N)C3=CC=C(C=C3)C(=O)NC(CCC(=O)O)C(=O)O. Cell line: SW-620. Synergy scores: CSS=46.0, Synergy_ZIP=-0.732, Synergy_Bliss=-3.83, Synergy_Loewe=-15.0, Synergy_HSA=-4.38. (4) Drug 1: CC1CCC2CC(C(=CC=CC=CC(CC(C(=O)C(C(C(=CC(C(=O)CC(OC(=O)C3CCCCN3C(=O)C(=O)C1(O2)O)C(C)CC4CCC(C(C4)OC)OCCO)C)C)O)OC)C)C)C)OC. Drug 2: CS(=O)(=O)CCNCC1=CC=C(O1)C2=CC3=C(C=C2)N=CN=C3NC4=CC(=C(C=C4)OCC5=CC(=CC=C5)F)Cl. Cell line: SK-OV-3. Synergy scores: CSS=23.5, Synergy_ZIP=-4.50, Synergy_Bliss=2.42, Synergy_Loewe=4.03, Synergy_HSA=1.77. (5) Cell line: HOP-92. Drug 2: CN(CCCl)CCCl.Cl. Synergy scores: CSS=18.5, Synergy_ZIP=-8.45, Synergy_Bliss=-6.66, Synergy_Loewe=-9.18, Synergy_HSA=-5.33. Drug 1: CC(C1=C(C=CC(=C1Cl)F)Cl)OC2=C(N=CC(=C2)C3=CN(N=C3)C4CCNCC4)N. (6) Cell line: SF-295. Synergy scores: CSS=14.0, Synergy_ZIP=-5.80, Synergy_Bliss=-1.79, Synergy_Loewe=-5.85, Synergy_HSA=-1.16. Drug 1: C1CN1P(=S)(N2CC2)N3CC3. Drug 2: CN1C2=C(C=C(C=C2)N(CCCl)CCCl)N=C1CCCC(=O)O.Cl.